This data is from NCI-60 drug combinations with 297,098 pairs across 59 cell lines. The task is: Regression. Given two drug SMILES strings and cell line genomic features, predict the synergy score measuring deviation from expected non-interaction effect. (1) Drug 1: C1C(C(OC1N2C=NC(=NC2=O)N)CO)O. Drug 2: C(CCl)NC(=O)N(CCCl)N=O. Cell line: TK-10. Synergy scores: CSS=1.39, Synergy_ZIP=-2.55, Synergy_Bliss=-1.32, Synergy_Loewe=-1.85, Synergy_HSA=-1.59. (2) Drug 1: C1=NC(=NC(=O)N1C2C(C(C(O2)CO)O)O)N. Drug 2: C1CN(P(=O)(OC1)NCCCl)CCCl. Cell line: IGROV1. Synergy scores: CSS=14.2, Synergy_ZIP=-6.97, Synergy_Bliss=3.47, Synergy_Loewe=-16.2, Synergy_HSA=3.61. (3) Drug 1: CC1OCC2C(O1)C(C(C(O2)OC3C4COC(=O)C4C(C5=CC6=C(C=C35)OCO6)C7=CC(=C(C(=C7)OC)O)OC)O)O. Drug 2: C1=CN(C=N1)CC(O)(P(=O)(O)O)P(=O)(O)O. Cell line: SNB-19. Synergy scores: CSS=0.915, Synergy_ZIP=-12.1, Synergy_Bliss=-23.4, Synergy_Loewe=-38.7, Synergy_HSA=-23.8. (4) Drug 1: COC1=C(C=C2C(=C1)N=CN=C2NC3=CC(=C(C=C3)F)Cl)OCCCN4CCOCC4. Drug 2: C1=CN(C=N1)CC(O)(P(=O)(O)O)P(=O)(O)O. Cell line: OVCAR-8. Synergy scores: CSS=16.9, Synergy_ZIP=-8.70, Synergy_Bliss=-8.13, Synergy_Loewe=-13.4, Synergy_HSA=-7.27. (5) Drug 1: CC1=C2C(C(=O)C3(C(CC4C(C3C(C(C2(C)C)(CC1OC(=O)C(C(C5=CC=CC=C5)NC(=O)OC(C)(C)C)O)O)OC(=O)C6=CC=CC=C6)(CO4)OC(=O)C)OC)C)OC. Drug 2: CC1C(C(CC(O1)OC2CC(OC(C2O)C)OC3=CC4=CC5=C(C(=O)C(C(C5)C(C(=O)C(C(C)O)O)OC)OC6CC(C(C(O6)C)O)OC7CC(C(C(O7)C)O)OC8CC(C(C(O8)C)O)(C)O)C(=C4C(=C3C)O)O)O)O. Cell line: HL-60(TB). Synergy scores: CSS=46.1, Synergy_ZIP=2.92, Synergy_Bliss=-2.88, Synergy_Loewe=-36.1, Synergy_HSA=-3.32. (6) Drug 1: CCC(=C(C1=CC=CC=C1)C2=CC=C(C=C2)OCCN(C)C)C3=CC=CC=C3.C(C(=O)O)C(CC(=O)O)(C(=O)O)O. Drug 2: CC12CCC3C(C1CCC2O)C(CC4=C3C=CC(=C4)O)CCCCCCCCCS(=O)CCCC(C(F)(F)F)(F)F. Cell line: ACHN. Synergy scores: CSS=-2.99, Synergy_ZIP=2.14, Synergy_Bliss=2.04, Synergy_Loewe=-1.97, Synergy_HSA=-1.07. (7) Drug 1: C1CN1C2=NC(=NC(=N2)N3CC3)N4CC4. Drug 2: CCC1(C2=C(COC1=O)C(=O)N3CC4=CC5=C(C=CC(=C5CN(C)C)O)N=C4C3=C2)O.Cl. Cell line: UACC62. Synergy scores: CSS=61.8, Synergy_ZIP=-2.51, Synergy_Bliss=-3.77, Synergy_Loewe=0.148, Synergy_HSA=2.80. (8) Drug 1: CCCS(=O)(=O)NC1=C(C(=C(C=C1)F)C(=O)C2=CNC3=C2C=C(C=N3)C4=CC=C(C=C4)Cl)F. Drug 2: C1=C(C(=O)NC(=O)N1)F. Cell line: HOP-92. Synergy scores: CSS=17.6, Synergy_ZIP=5.63, Synergy_Bliss=0.928, Synergy_Loewe=-1.25, Synergy_HSA=0.0949. (9) Drug 1: C1=CC(=CC=C1CCCC(=O)O)N(CCCl)CCCl. Drug 2: C#CCC(CC1=CN=C2C(=N1)C(=NC(=N2)N)N)C3=CC=C(C=C3)C(=O)NC(CCC(=O)O)C(=O)O. Cell line: SK-MEL-5. Synergy scores: CSS=34.1, Synergy_ZIP=-9.51, Synergy_Bliss=-3.53, Synergy_Loewe=-2.07, Synergy_HSA=-2.22. (10) Cell line: CCRF-CEM. Synergy scores: CSS=60.4, Synergy_ZIP=-7.12, Synergy_Bliss=-9.09, Synergy_Loewe=-7.30, Synergy_HSA=-2.19. Drug 1: C1=C(C(=O)NC(=O)N1)F. Drug 2: C1=CN(C(=O)N=C1N)C2C(C(C(O2)CO)O)O.Cl.